From a dataset of Forward reaction prediction with 1.9M reactions from USPTO patents (1976-2016). Predict the product of the given reaction. (1) Given the reactants [CH:1]1(B(O)O)[CH2:3]C1.F[C:8](F)(F)[C:9]([OH:11])=O.[Br-].[Cu][C:16]#[N:17].[Si:18]([O:25][C:26]1[CH:31]=[CH:30][C:29](B(O)O)=[CH:28][CH:27]=1)([C:21]([CH3:24])([CH3:23])[CH3:22])([CH3:20])[CH3:19].FC(F)(F)S(O[C:41]1[CH:42]([CH3:48])[O:43][C:44](=[O:47])[C:45]=1[CH3:46])(=O)=O.C(#[N:53])C, predict the reaction product. The product is: [OH:25][C:26]1[CH:27]=[CH:28][C:29]([C:41]2[C:42]([CH3:48])=[N:53][N:17]([CH:16]3[CH2:1][CH2:3][CH2:8][CH2:9][O:11]3)[C:44](=[O:47])[C:45]=2[CH3:46])=[CH:30][CH:31]=1.[Si:18]([O:25][C:26]1[CH:31]=[CH:30][C:29]([C:41]2[CH:42]([CH3:48])[O:43][C:44](=[O:47])[C:45]=2[CH3:46])=[CH:28][CH:27]=1)([C:21]([CH3:24])([CH3:23])[CH3:22])([CH3:20])[CH3:19]. (2) Given the reactants [N:1]1[CH:6]=[CH:5][C:4]([C:7]2[S:11][C:10]([C:12]([OH:14])=O)=[CH:9][CH:8]=2)=[CH:3][CH:2]=1.[NH2:15][CH:16]1[CH2:21][CH2:20][N:19]([C:22]([O:24][CH2:25][CH3:26])=[O:23])[CH2:18][CH2:17]1, predict the reaction product. The product is: [N:1]1[CH:2]=[CH:3][C:4]([C:7]2[S:11][C:10]([C:12]([NH:15][CH:16]3[CH2:17][CH2:18][N:19]([C:22]([O:24][CH2:25][CH3:26])=[O:23])[CH2:20][CH2:21]3)=[O:14])=[CH:9][CH:8]=2)=[CH:5][CH:6]=1.